This data is from Forward reaction prediction with 1.9M reactions from USPTO patents (1976-2016). The task is: Predict the product of the given reaction. (1) Given the reactants Br[C:2]1[CH:3]=[CH:4][C:5]2[N:9]=[CH:8][N:7]([CH:10]3[CH2:15][CH2:14][N:13]([C:16](=[O:18])[CH3:17])[CH2:12][CH2:11]3)[C:6]=2[CH:19]=1.[CH2:20]1[C:29]2[C:24](=[CH:25][CH:26]=[CH:27][CH:28]=2)[CH2:23][CH2:22][N:21]1[CH2:30][CH:31]([OH:49])[CH2:32][O:33][C:34]1[CH:39]=[CH:38][CH:37]=[C:36](B2OC(C)(C)C(C)(C)O2)[CH:35]=1.[C:50]([O-])([O-:52])=[O:51].[K+].[K+], predict the reaction product. The product is: [CH2:20]1[C:29]2[C:24](=[CH:25][CH:26]=[CH:27][CH:28]=2)[CH2:23][CH2:22][N:21]1[CH2:30][CH:31]([OH:49])[CH2:32][O:33][C:34]1[CH:35]=[C:36]([C:2]2[CH:3]=[CH:4][C:5]3[N:9]=[CH:8][N:7]([CH:10]4[CH2:15][CH2:14][N:13]([C:16](=[O:18])[CH3:17])[CH2:12][CH2:11]4)[C:6]=3[CH:19]=2)[CH:37]=[CH:38][CH:39]=1.[CH:50]([O-:52])=[O:51]. (2) Given the reactants [Cl:1][C:2]1[CH:7]=[CH:6][C:5]([C:8]([C:11]2[N:15]([C:16]3[CH:21]=[CH:20][C:19]([F:22])=[CH:18][CH:17]=3)[C:14]([SH:23])=[N:13][CH:12]=2)([CH3:10])[CH3:9])=[CH:4][C:3]=1[O:24][CH3:25].[Br:26][C:27]1[CH:28]=[C:29]([F:36])[C:30]([CH2:34]Br)=[C:31]([F:33])[CH:32]=1.C(=O)([O-])[O-].[K+].[K+], predict the reaction product. The product is: [Br:26][C:27]1[CH:28]=[C:29]([F:36])[C:30]([CH2:34][S:23][C:14]2[N:15]([C:16]3[CH:21]=[CH:20][C:19]([F:22])=[CH:18][CH:17]=3)[C:11]([C:8]([C:5]3[CH:6]=[CH:7][C:2]([Cl:1])=[C:3]([O:24][CH3:25])[CH:4]=3)([CH3:10])[CH3:9])=[CH:12][N:13]=2)=[C:31]([F:33])[CH:32]=1. (3) The product is: [Cl:8][C:6]1[N:5]=[CH:4][N:3]=[C:2]([N:16]2[CH2:17][C@H:18]([CH3:22])[CH2:19][CH2:20][CH2:21][C@@H:15]2[CH3:14])[CH:7]=1. Given the reactants Cl[C:2]1[CH:7]=[C:6]([Cl:8])[N:5]=[CH:4][N:3]=1.C(=O)([O-])[O-].Cl.[CH3:14][C@H:15]1[CH2:21][CH2:20][CH2:19][C@@H:18]([CH3:22])[CH2:17][NH:16]1.[Cl-].[NH4+], predict the reaction product.